From a dataset of Experimentally validated miRNA-target interactions with 360,000+ pairs, plus equal number of negative samples. Binary Classification. Given a miRNA mature sequence and a target amino acid sequence, predict their likelihood of interaction. The miRNA is hsa-miR-1-3p with sequence UGGAAUGUAAAGAAGUAUGUAU. The protein sequence of the target gene is MGPLPAPSCTQRITWKGLLLTASLLNFWNPPTTAEVTIEAQPPKVSEGKDVLLLVHNLPQNLPGYFWYKGEMTDLYHYIISYIVDGKIIIYGPAYSGRETVYSNASLLIQNVTRKDAGTYTLHIIKRGDETREEIRHFTFTLYLETPKPYISSSNLNPREAMEAVRLICDPETLDASYLWWMNGQSLPVTHRLQLSKTNRTLYLFGVTKYIAGPYECEIRNPVSASRSDPVTLNLLPKLPIPYITINNLNPRENKDVLAFTCEPKSENYTYIWWLNGQSLPVSPGVKRPIENRILILPSV.... Result: 1 (interaction).